From a dataset of Full USPTO retrosynthesis dataset with 1.9M reactions from patents (1976-2016). Predict the reactants needed to synthesize the given product. (1) Given the product [CH:2]1([CH2:1][N:8]2[CH2:12][CH2:11][N:10]([C:13]3[S:14][C:15]([C:19]([NH:48][CH2:47][C:46]4[CH:49]=[CH:50][C:43]([F:42])=[CH:44][CH:45]=4)=[O:21])=[C:16]([CH3:18])[N:17]=3)[C:9]2=[O:22])[CH2:7][CH2:6]1, predict the reactants needed to synthesize it. The reactants are: [CH2:1]([N:8]1[CH2:12][CH2:11][N:10]([C:13]2[S:14][C:15]([C:19]([OH:21])=O)=[C:16]([CH3:18])[N:17]=2)[C:9]1=[O:22])[C:2]1[CH:7]=[CH:6]C=CC=1.C1(CN2CCN(C3SC(C(O)=O)=C(C)N=3)C2=O)CC1.[F:42][C:43]1[CH:50]=[CH:49][C:46]([CH2:47][NH2:48])=[CH:45][CH:44]=1. (2) Given the product [O:14]1[C:18]2([CH2:23][CH2:22][CH:21]([NH:1][C:2]3[C:3]([CH3:13])=[C:4]([CH:9]=[C:10]([Cl:12])[CH:11]=3)[C:5]([O:7][CH3:8])=[O:6])[CH2:20][CH2:19]2)[O:17][CH2:16][CH2:15]1, predict the reactants needed to synthesize it. The reactants are: [NH2:1][C:2]1[C:3]([CH3:13])=[C:4]([CH:9]=[C:10]([Cl:12])[CH:11]=1)[C:5]([O:7][CH3:8])=[O:6].[O:14]1[C:18]2([CH2:23][CH2:22][C:21](=O)[CH2:20][CH2:19]2)[O:17][CH2:16][CH2:15]1.C(O)(=O)C.C(O[BH-](OC(=O)C)OC(=O)C)(=O)C.[Na+]. (3) Given the product [CH:1]1([C:5]2[CH:6]=[CH:7][C:8]([C:9]([O:11][CH3:12])=[O:10])=[CH:13][C:14]=2[I:15])[CH2:2][CH2:3][CH2:4]1, predict the reactants needed to synthesize it. The reactants are: [CH:1]1([C:5]2[CH:14]=[CH:13][C:8]([C:9]([O:11][CH3:12])=[O:10])=[CH:7][CH:6]=2)[CH2:4][CH2:3][CH2:2]1.[I:15]([O-])(=O)(=O)=O.[Na+].II.S(=O)(=O)(O)O. (4) Given the product [CH:1]1([N:4]2[C:12]3[C:7](=[C:8]([O:18][CH3:19])[CH:9]=[C:10]([C:13]([O:15][CH2:16][CH3:17])=[O:14])[CH:11]=3)[C:6]([CH3:20])=[CH:5]2)[CH2:2][CH2:3]1, predict the reactants needed to synthesize it. The reactants are: [CH:1]1([N:4]2[C:12]3[C:7](=[C:8]([O:18][CH3:19])[CH:9]=[C:10]([C:13]([O:15][CH2:16][CH3:17])=[O:14])[CH:11]=3)[C:6]([CH:20]=O)=[CH:5]2)[CH2:3][CH2:2]1.S(NN)(C1C=CC(C)=CC=1)(=O)=O. (5) Given the product [F:1][C:2]([F:9])([F:8])[CH2:3][CH2:4][C:5]([O:7][C:18]([CH3:21])([CH3:20])[CH3:19])=[O:6], predict the reactants needed to synthesize it. The reactants are: [F:1][C:2]([F:9])([F:8])[CH2:3][CH2:4][C:5]([OH:7])=[O:6].FC(F)(F)CCCC(O[C:18]([CH3:21])([CH3:20])[CH3:19])=O.